Predict which catalyst facilitates the given reaction. From a dataset of Catalyst prediction with 721,799 reactions and 888 catalyst types from USPTO. (1) Reactant: C1(O[C:8](=[O:20])[NH:9][C:10]2[CH:19]=[CH:18][CH:17]=[C:16]3[C:11]=2[CH:12]=[CH:13][N:14]=[CH:15]3)C=CC=CC=1.NC1C2C(=CC=CC=2)CCC1.[CH2:32]([CH:39]1[C:48]2[C:43](=[CH:44][C:45]([F:49])=[CH:46][CH:47]=2)[CH2:42][CH2:41][CH:40]1[NH2:50])[C:33]1[CH:38]=[CH:37][CH:36]=[CH:35][CH:34]=1.[OH-].[Na+]. Product: [CH2:32]([CH:39]1[C:48]2[C:43](=[CH:44][C:45]([F:49])=[CH:46][CH:47]=2)[CH2:42][CH2:41][CH:40]1[NH:50][C:8]([NH:9][C:10]1[CH:19]=[CH:18][CH:17]=[C:16]2[C:11]=1[CH:12]=[CH:13][N:14]=[CH:15]2)=[O:20])[C:33]1[CH:34]=[CH:35][CH:36]=[CH:37][CH:38]=1. The catalyst class is: 58. (2) Product: [CH:4]1([C:7]2[NH:18][C:16](=[O:17])[C:15]([C:13]#[N:14])=[C:9]([CH3:10])[CH:8]=2)[CH2:6][CH2:5]1. The catalyst class is: 6. Reactant: C(O)C.[CH:4]1([C:7](=O)[CH2:8][C:9](=O)[CH3:10])[CH2:6][CH2:5]1.[C:13]([CH2:15][C:16]([NH2:18])=[O:17])#[N:14].N1CCCCC1. (3) Reactant: [O:1]1[CH2:6][CH2:5][CH2:4][CH2:3][CH:2]1[O:7][C:8]1[CH:13]=[CH:12][C:11]([C:14](=[O:16])[CH3:15])=[CH:10][CH:9]=1.[Cl:17][C:18]1[C:25]([Cl:26])=[CH:24][CH:23]=[CH:22][C:19]=1[CH:20]=O.CCO.[OH-].[Na+]. Product: [Cl:17][C:18]1[C:25]([Cl:26])=[CH:24][CH:23]=[CH:22][C:19]=1[CH:20]=[CH:15][C:14]([C:11]1[CH:12]=[CH:13][C:8]([O:7][CH:2]2[CH2:3][CH2:4][CH2:5][CH2:6][O:1]2)=[CH:9][CH:10]=1)=[O:16]. The catalyst class is: 5. (4) Reactant: [CH2:1]([OH:5])[CH2:2][CH2:3][CH3:4].[O:6]=[P:7](Cl)([Cl:9])[Cl:8]. Product: [P:7]([Cl:9])([Cl:8])([O:5][CH2:1][CH2:2][CH2:3][CH3:4])=[O:6]. The catalyst class is: 2. (5) Reactant: [N:1]1([C:7]2[N:15]=[C:14]([C:16]3[CH:17]=[C:18]([CH2:22][OH:23])[CH:19]=[CH:20][CH:21]=3)[N:13]=[C:12]3[C:8]=2[N:9]=[CH:10][N:11]3[CH:24]2[CH2:29][CH2:28][NH:27][CH2:26][CH2:25]2)[CH2:6][CH2:5][O:4][CH2:3][CH2:2]1.[BH3-][C:31]#[N:32].[Na+].[CH3:34][O:35][C:36]1C=N[CH:39]=[C:40](OC)[C:41]=1[CH:42]=O.[CH3:46][OH:47]. Product: [CH3:34][O:35][C:36]1[C:41]([CH2:42][N:27]2[CH2:28][CH2:29][CH:24]([N:11]3[CH:10]=[N:9][C:8]4[C:12]3=[N:13][C:14]([C:16]3[CH:17]=[C:18]([CH2:22][OH:23])[CH:19]=[CH:20][CH:21]=3)=[N:15][C:7]=4[N:1]3[CH2:6][CH2:5][O:4][CH2:3][CH2:2]3)[CH2:25][CH2:26]2)=[CH:40][CH:39]=[C:31]([O:47][CH3:46])[N:32]=1. The catalyst class is: 530. (6) Reactant: [CH:1]1([NH:4][C:5]([C:7]2[CH:8]=[C:9]([F:31])[C:10]([CH3:30])=[C:11]([C:13]3[CH:18]=[CH:17][C:16]([C:19](O)=[O:20])=[CH:15][C:14]=3[C:22]([NH:24][C:25]3[S:26][CH:27]=[CH:28][N:29]=3)=[O:23])[CH:12]=2)=[O:6])[CH2:3][CH2:2]1.C([N:34](CC)CC)C.F[P-](F)(F)(F)(F)F.ClC1C=C[C:50]2[N:54]=[N:53]N(OC(N(C)C)=[N+](C)C)[C:51]=2[CH:63]=1.CCOC(C)=O. Product: [CH:1]1([NH:4][C:5]([C:7]2[CH:12]=[C:11]([C:13]3[C:14]([C:22]([NH:24][C:25]4[S:26][CH:27]=[CH:28][N:29]=4)=[O:23])=[CH:15][C:16]([C:19]([NH:34][C:50]4[NH:54][N:53]=[CH:63][CH:51]=4)=[O:20])=[CH:17][CH:18]=3)[C:10]([CH3:30])=[C:9]([F:31])[CH:8]=2)=[O:6])[CH2:3][CH2:2]1. The catalyst class is: 4. (7) Reactant: [Cl:1][C:2]1[CH:26]=[CH:25][C:24]([Cl:27])=[CH:23][C:3]=1[O:4][C:5]1[C:10]([C:11]([N:13]2[C:22]3[C:17](=[CH:18][CH:19]=[CH:20][CH:21]=3)[NH:16][CH2:15][CH2:14]2)=[O:12])=[CH:9][CH:8]=[CH:7][N:6]=1.C(N(C(C)C)C(C)C)C.[CH3:37][O:38][C:39]([CH2:41][CH2:42][C:43]1[CH:48]=[CH:47][C:46]([S:49](Cl)(=[O:51])=[O:50])=[CH:45][CH:44]=1)=[O:40]. Product: [CH3:37][O:38][C:39](=[O:40])[CH2:41][CH2:42][C:43]1[CH:48]=[CH:47][C:46]([S:49]([N:16]2[C:17]3[C:22](=[CH:21][CH:20]=[CH:19][CH:18]=3)[N:13]([C:11]([C:10]3[C:5]([O:4][C:3]4[CH:23]=[C:24]([Cl:27])[CH:25]=[CH:26][C:2]=4[Cl:1])=[N:6][CH:7]=[CH:8][CH:9]=3)=[O:12])[CH2:14][CH2:15]2)(=[O:50])=[O:51])=[CH:45][CH:44]=1. The catalyst class is: 4. (8) Reactant: [CH3:1][C:2]1([CH3:16])[CH2:7][C:6]([C:8](=[O:15])[CH2:9][CH2:10][CH2:11][CH2:12][CH:13]=[O:14])=[CH:5][CH2:4][CH2:3]1. Product: [CH3:1][C:2]1([CH3:16])[CH2:7][C:6]([C:8](=[O:15])[CH2:9][CH2:10][CH2:11][CH2:12][CH2:13][OH:14])=[CH:5][CH2:4][CH2:3]1. The catalyst class is: 11.